This data is from Aqueous solubility values for 9,982 compounds from the AqSolDB database. The task is: Regression/Classification. Given a drug SMILES string, predict its absorption, distribution, metabolism, or excretion properties. Task type varies by dataset: regression for continuous measurements (e.g., permeability, clearance, half-life) or binary classification for categorical outcomes (e.g., BBB penetration, CYP inhibition). For this dataset (solubility_aqsoldb), we predict Y. (1) The molecule is CC(C)(c1ccccc1)C(C)(C)c1ccccc1. The Y is -6.47 log mol/L. (2) The Y is -1.36 log mol/L. The molecule is Nc1ccccc1Cl. (3) The drug is O=C1CCCCCO1. The Y is 0.943 log mol/L. (4) The compound is COC(=O)c1ccc([N+](=O)[O-])cc1C(=O)[O-]. The Y is -2.06 log mol/L.